Dataset: Catalyst prediction with 721,799 reactions and 888 catalyst types from USPTO. Task: Predict which catalyst facilitates the given reaction. (1) Product: [NH2:18][C:15]1[CH:16]=[CH:17][C:12]([NH:11][S:8]([C:5]2[CH:6]=[CH:7][C:2]([CH3:1])=[CH:3][CH:4]=2)(=[O:10])=[O:9])=[N:13][CH:14]=1. Reactant: [CH3:1][C:2]1[CH:7]=[CH:6][C:5]([S:8]([NH:11][C:12]2[CH:17]=[CH:16][C:15]([N+:18]([O-])=O)=[CH:14][N:13]=2)(=[O:10])=[O:9])=[CH:4][CH:3]=1.C([O-])=O.[NH4+]. The catalyst class is: 352. (2) Product: [C:1]([N:4]1[C:13]2[C:8](=[CH:9][C:10]([C:34]3[CH:33]=[N:32][N:31]([CH2:30][CH2:29][O:28][CH3:27])[CH:35]=3)=[CH:11][CH:12]=2)[C@H:7]([NH:15][C:16]2[CH:23]=[CH:22][C:19]([C:20]#[N:21])=[CH:18][N:17]=2)[CH2:6][C@@H:5]1[CH3:24])(=[O:3])[CH3:2]. Reactant: [C:1]([N:4]1[C:13]2[C:8](=[CH:9][C:10](Br)=[CH:11][CH:12]=2)[C@H:7]([NH:15][C:16]2[CH:23]=[CH:22][C:19]([C:20]#[N:21])=[CH:18][N:17]=2)[CH2:6][C@@H:5]1[CH3:24])(=[O:3])[CH3:2].[OH-].[K+].[CH3:27][O:28][CH2:29][CH2:30][N:31]1[CH:35]=[C:34](B2OC(C)(C)C(C)(C)O2)[CH:33]=[N:32]1.CCO. The catalyst class is: 93. (3) Reactant: C1C2C(COC(=O)[NH:17][CH:18]3[CH:26]4[C:27](=[O:42])[CH2:28][CH:29]([C:31](=[O:41])[NH:32][CH:33]([C:35]5[CH:40]=[CH:39][CH:38]=[CH:37][CH:36]=5)[CH3:34])[CH2:30][N:24]5[C:25]4=[C:21]([CH:22]=[CH:23]5)[CH2:20][CH2:19]3)C3C(=CC=CC=3)C=2C=CC=1.C(NCC)C. Product: [C:35]1([CH:33]([NH:32][C:31]([CH:29]2[CH2:30][N:24]3[C:25]4[CH:26]([CH:18]([NH2:17])[CH2:19][CH2:20][C:21]=4[CH:22]=[CH:23]3)[C:27](=[O:42])[CH2:28]2)=[O:41])[CH3:34])[CH:36]=[CH:37][CH:38]=[CH:39][CH:40]=1. The catalyst class is: 2. (4) Reactant: C1(O[C:8](=[O:26])[NH:9][CH2:10][CH:11]2[CH2:16][CH2:15][C:14]([N:23]([CH3:25])[CH3:24])([C:17]3[CH:22]=[CH:21][CH:20]=[CH:19][CH:18]=3)[CH2:13][CH2:12]2)C=CC=CC=1.[NH:27]1[CH2:31][CH2:30][CH:29]([C:32]2[C:40]3[C:35](=[CH:36][CH:37]=[CH:38][CH:39]=3)[NH:34][CH:33]=2)[CH2:28]1. Product: [CH3:25][N:23]([CH3:24])[C:14]1([C:17]2[CH:18]=[CH:19][CH:20]=[CH:21][CH:22]=2)[CH2:13][CH2:12][CH:11]([CH2:10][NH:9][C:8]([N:27]2[CH2:31][CH2:30][CH:29]([C:32]3[C:40]4[C:35](=[CH:36][CH:37]=[CH:38][CH:39]=4)[NH:34][CH:33]=3)[CH2:28]2)=[O:26])[CH2:16][CH2:15]1. The catalyst class is: 12.